From a dataset of Drug-target binding data from BindingDB using IC50 measurements. Regression. Given a target protein amino acid sequence and a drug SMILES string, predict the binding affinity score between them. We predict pIC50 (pIC50 = -log10(IC50 in M); higher means more potent). Dataset: bindingdb_ic50. The small molecule is C=C1C(C)=C(C#N)C(=O)N1c1cc(Cl)c(C(C)(C)C)cc1Cl. The target protein (O18531) has sequence MMKRRWSNNGGFAALKMLEESSSEVTSSSNGLVLSSDINMSPSSLDSPVYGDQEMWLCNDSASYNNSHQHSVITSLQGCTSSLPAQTTIIPLSALPNSNNASLNNQNQNYQNGNSMNTNLSVNTNNSVGGGGGGGGVPGMTSLNGLGGGGGSQVNNHNHSHNHLHHNSNSNHSNSSSHHTNGHMGIGGGGGGLSVNINGPNIVSNAQQLNSLQASQNGQVIHANIGIHSIISNGLNHHHHHHMNNSSMMHHTPRSESANSISSGRDDLSPSSSLNGFSTSDASDVKKIKKGPAPRLQEELCLVCGDRASGYHYNALTCEGCKGFFRRSVTKNAVYCCKFGHACEMDMYMRRKCQECRLKKCLAVGMRPECVVPENQCAMKRREKKAQKEKDKIQTSVCATEIKKEILDLMTCEPPSHPTCPLLPEDILAKCQARNIPPLSYNQLAVIYKLIWYQDGYEQPSEEDLKRIMSSPDENESQHDASFRHITEITILTVQLIVEF.... The pIC50 is 5.1.